Dataset: Retrosynthesis with 50K atom-mapped reactions and 10 reaction types from USPTO. Task: Predict the reactants needed to synthesize the given product. (1) The reactants are: CCOC(=O)c1c(NCCC(=O)c2cccc(F)c2)c2c(Cl)cc(Cl)cc2n1C(=O)OC(C)(C)C. Given the product CCOC(=O)c1[nH]c2cc(Cl)cc(Cl)c2c1NCCC(=O)c1cccc(F)c1, predict the reactants needed to synthesize it. (2) Given the product COC[C@@H](NC(=O)Nc1cc2[nH]nc(C(F)(F)F)c2cn1)c1ccccc1, predict the reactants needed to synthesize it. The reactants are: COC[C@@H](NC(N)=O)c1ccccc1.FC(F)(F)c1n[nH]c2cc(Cl)ncc12.